Dataset: Reaction yield outcomes from USPTO patents with 853,638 reactions. Task: Predict the reaction yield, written as a fraction of the theoretical maximum amount of product (1.0 means a 100% yield; for example, 0.34 means a 34% yield). (1) The reactants are C(NC(C)C)(C)C.C([Li])CCC.[CH3:13][O:14][C:15]1[C:16]([CH3:21])=[N:17][CH:18]=[CH:19][CH:20]=1.[C:22](=O)([O:26]CC)[O:23][CH2:24][CH3:25]. The catalyst is C1COCC1. The product is [CH3:13][O:14][C:15]1[C:16]([CH2:21][C:22]([O:23][CH2:24][CH3:25])=[O:26])=[N:17][CH:18]=[CH:19][CH:20]=1. The yield is 0.810. (2) The reactants are [Cl:1][C:2]1[CH:10]=[CH:9][CH:8]=[C:7]([F:11])[C:3]=1[C:4](Cl)=[O:5].[CH3:12][N:13]([CH3:27])[CH:14]1[CH2:19][CH2:18][C:17]([C:20]2[CH:21]=[C:22]([NH2:26])[CH:23]=[CH:24][CH:25]=2)=[CH:16][CH2:15]1. No catalyst specified. The product is [ClH:1].[Cl:1][C:2]1[CH:10]=[CH:9][CH:8]=[C:7]([F:11])[C:3]=1[C:4]([NH:26][C:22]1[CH:23]=[CH:24][CH:25]=[C:20]([C:17]2[CH2:18][CH2:19][CH:14]([N:13]([CH3:27])[CH3:12])[CH2:15][CH:16]=2)[CH:21]=1)=[O:5]. The yield is 0.910. (3) The reactants are [C:1]1([CH:7](O)[CH:8]=[CH:9][CH3:10])[CH:6]=[CH:5][CH:4]=[CH:3][CH:2]=1.Cl.CC[O:15]CC.C(=O)(O)[O-].[Na+]. The catalyst is O1CCOCC1. The product is [C:1]1([CH:7]=[CH:8][CH:9]([OH:15])[CH3:10])[CH:6]=[CH:5][CH:4]=[CH:3][CH:2]=1. The yield is 0.968. (4) The reactants are Br[C:2]1[C:3]([CH2:26][O:27][C:28]2[CH:33]=[CH:32][C:31]([Cl:34])=[C:30]([Cl:35])[CH:29]=2)=[CH:4][C:5]2[O:9][N:8]=[C:7]([N:10]([C:18]([O:20][C:21]([CH3:24])([CH3:23])[CH3:22])=[O:19])[C:11](=[O:17])[O:12][C:13]([CH3:16])([CH3:15])[CH3:14])[C:6]=2[CH:25]=1.[CH:36]1(B(O)O)[CH2:38][CH2:37]1.[F-].[Cs+]. The catalyst is O1CCOCC1.O. The product is [C:13]([O:12][C:11]([N:10]([C:7]1[C:6]2[CH:25]=[C:2]([CH:36]3[CH2:38][CH2:37]3)[C:3]([CH2:26][O:27][C:28]3[CH:33]=[CH:32][C:31]([Cl:34])=[C:30]([Cl:35])[CH:29]=3)=[CH:4][C:5]=2[O:9][N:8]=1)[C:18](=[O:19])[O:20][C:21]([CH3:24])([CH3:23])[CH3:22])=[O:17])([CH3:16])([CH3:15])[CH3:14]. The yield is 0.910.